Dataset: Full USPTO retrosynthesis dataset with 1.9M reactions from patents (1976-2016). Task: Predict the reactants needed to synthesize the given product. (1) Given the product [CH3:1][NH:2][C:3]([C:4]1[CH:9]=[C:8]2[C:7](=[CH:6][C:5]=1[O:16][CH2:17][CH3:18])[CH2:12][N:13]=[C:10]2[NH2:11])=[O:19], predict the reactants needed to synthesize it. The reactants are: [CH3:1][NH:2][C:3](=[O:19])[C:4]1[CH:9]=[C:8]([C:10]#[N:11])[C:7]([CH2:12][N:13]=[N+]=[N-])=[CH:6][C:5]=1[O:16][CH2:17][CH3:18]. (2) Given the product [Cl:10][C:4]1[CH:3]=[C:2]([NH2:1])[CH:9]=[CH:8][C:5]=1[C:6]1[NH:13][N:12]=[N:11][N:7]=1, predict the reactants needed to synthesize it. The reactants are: [NH2:1][C:2]1[CH:9]=[CH:8][C:5]([C:6]#[N:7])=[C:4]([Cl:10])[CH:3]=1.[N-:11]=[N+:12]=[N-:13].[Na+].Cl.C(N(CC)CC)C.Cl. (3) Given the product [C:1]([O:5][C:6]([NH:8][CH:9]([CH2:13][C:14]1[C:22]2[C:17](=[CH:18][CH:19]=[CH:20][CH:21]=2)[NH:16][CH:15]=1)[C:10]([O:12][C@@H:25]1[CH:26]2[CH2:29][CH2:30][N:23]([CH2:28][CH2:27]2)[CH2:24]1)=[O:11])=[O:7])([CH3:4])([CH3:2])[CH3:3], predict the reactants needed to synthesize it. The reactants are: [C:1]([O:5][C:6]([NH:8][CH:9]([CH2:13][C:14]1[C:22]2[C:17](=[CH:18][CH:19]=[CH:20][CH:21]=2)[NH:16][CH:15]=1)[C:10]([OH:12])=[O:11])=[O:7])([CH3:4])([CH3:3])[CH3:2].[N:23]12[CH2:30][CH2:29][CH:26]([CH2:27][CH2:28]1)[C@@H:25](O)[CH2:24]2.C1C=CC2N(O)N=NC=2C=1.C(Cl)CCl. (4) Given the product [C:41]([O:44][C:47](=[O:48])[NH:46][CH:5]1[CH:4]2[CH2:10][C:8]3([Br:11])[CH2:9][C:2]([Br:1])([CH2:12][CH:6]1[CH2:7]3)[CH2:3]2)([CH3:43])([CH3:42])[CH3:40], predict the reactants needed to synthesize it. The reactants are: [Br:1][C:2]12[CH2:12][CH:6]3[CH2:7][C:8]([Br:11])([CH2:10][CH:4]([CH:5]3C(O)=O)[CH2:3]1)[CH2:9]2.CCN(CC)CC.C1(P(N=[N+]=[N-])(C2C=CC=CC=2)=O)C=CC=CC=1.[CH3:40][C:41]([O-:44])([CH3:43])[CH3:42].[K+].[N-:46]=[C:47]=[O:48]. (5) Given the product [Cl:20][C:14]1[C:13]([S:10]([C:7]2[CH:8]=[CH:9][C:4]([CH2:3][OH:2])=[CH:5][CH:6]=2)(=[O:11])=[O:12])=[CH:18][CH:17]=[C:16]([CH3:19])[N:15]=1, predict the reactants needed to synthesize it. The reactants are: C[O:2][C:3](=O)[C:4]1[CH:9]=[CH:8][C:7]([S:10]([C:13]2[C:14]([Cl:20])=[N:15][C:16]([CH3:19])=[CH:17][CH:18]=2)(=[O:12])=[O:11])=[CH:6][CH:5]=1.CC(C[AlH]CC(C)C)C.